Predict the product of the given reaction. From a dataset of Forward reaction prediction with 1.9M reactions from USPTO patents (1976-2016). (1) Given the reactants [CH3:1][C:2]1[S:9][C:8]2[CH:7]=[C:6]([C:10]([O:12][CH2:13][CH3:14])=[O:11])[NH:5][C:4]=2[CH:3]=1.[H-].[Na+].[CH3:17]I, predict the reaction product. The product is: [CH3:1][C:2]1[S:9][C:8]2[CH:7]=[C:6]([C:10]([O:12][CH2:13][CH3:14])=[O:11])[N:5]([CH3:17])[C:4]=2[CH:3]=1. (2) Given the reactants [F:1][C:2]1[CH:21]=[C:20]([N+:22]([O-])=O)[CH:19]=[CH:18][C:3]=1[O:4][C:5]1[CH:10]=[CH:9][N:8]=[C:7]2[CH:11]=[C:12]([S:14]([CH3:17])(=[O:16])=[O:15])[S:13][C:6]=12, predict the reaction product. The product is: [CH3:17][S:14]([C:12]1[S:13][C:6]2[C:7](=[N:8][CH:9]=[CH:10][C:5]=2[O:4][C:3]2[CH:18]=[CH:19][C:20]([NH2:22])=[CH:21][C:2]=2[F:1])[CH:11]=1)(=[O:15])=[O:16]. (3) Given the reactants [CH3:1][S:2]([NH:5][C:6]1[C:7]([C:19]2[CH:24]=[CH:23][CH:22]=[CH:21][CH:20]=2)=[N:8][C:9]2[C:14]([C:15]=1[C:16]([OH:18])=O)=[CH:13][CH:12]=[CH:11][CH:10]=2)(=[O:4])=[O:3].C1C=C2N=NN(O)C2=CC=1.O.CN1CCOCC1.CCN=C=NCCCN(C)C.Cl.[C:55]1([C@@H:61]([NH2:64])[CH2:62][CH3:63])[CH:60]=[CH:59][CH:58]=[CH:57][CH:56]=1, predict the reaction product. The product is: [CH3:1][S:2]([NH:5][C:6]1[C:7]([C:19]2[CH:24]=[CH:23][CH:22]=[CH:21][CH:20]=2)=[N:8][C:9]2[C:14]([C:15]=1[C:16]([NH:64][C@H:61]([C:55]1[CH:60]=[CH:59][CH:58]=[CH:57][CH:56]=1)[CH2:62][CH3:63])=[O:18])=[CH:13][CH:12]=[CH:11][CH:10]=2)(=[O:4])=[O:3]. (4) Given the reactants ClC1C=CC(C([NH:8][C@@H:9]([C:27]2[CH:32]=[CH:31][C:30]([Cl:33])=[CH:29][CH:28]=2)[CH:10]([N:18]=CC2C=CC(Cl)=CC=2)[C:11]2[CH:16]=[CH:15][C:14]([Cl:17])=[CH:13][CH:12]=2)=O)=CC=1, predict the reaction product. The product is: [Cl:17][C:14]1[CH:13]=[CH:12][C:11]([C@H:10]([NH2:18])[C@@H:9]([C:27]2[CH:32]=[CH:31][C:30]([Cl:33])=[CH:29][CH:28]=2)[NH2:8])=[CH:16][CH:15]=1. (5) Given the reactants [C:1]1([C@H:7]2[C@H:16]3[CH2:17][CH2:18][N:19]([C:20]([C@H:22]4[CH2:27][CH2:26][CH2:25][CH2:24][C@H:23]4[NH:28][C:29]([NH:31][CH2:32][CH2:33][C:34](O)=[O:35])=[O:30])=[O:21])[C@H:15]3[C:14]3[CH:13]=[CH:12][CH:11]=[CH:10][C:9]=3[NH:8]2)[CH:6]=[CH:5][CH:4]=[CH:3][CH:2]=1.[Cl-].[NH4+].C([N:41](CC)CC)C.C(OP(C#N)(=O)OCC)C.C(=O)([O-])O.[Na+], predict the reaction product. The product is: [C:1]1([C@H:7]2[C@H:16]3[CH2:17][CH2:18][N:19]([C:20]([C@H:22]4[CH2:27][CH2:26][CH2:25][CH2:24][C@H:23]4[NH:28][C:29]([NH:31][CH2:32][CH2:33][C:34]([NH2:41])=[O:35])=[O:30])=[O:21])[C@H:15]3[C:14]3[CH:13]=[CH:12][CH:11]=[CH:10][C:9]=3[NH:8]2)[CH:6]=[CH:5][CH:4]=[CH:3][CH:2]=1. (6) Given the reactants [Cl:1][C:2]1[CH:7]=[CH:6][CH:5]=[CH:4][C:3]=1[CH:8]([O:10][C:11](=[O:34])[NH:12][C:13]1[C:14]([CH3:33])=[N:15][O:16][C:17]=1[C:18]1[CH:23]=[CH:22][C:21](B2OC(C)(C)C(C)(C)O2)=[CH:20][CH:19]=1)[CH3:9].[CH2:35]([O:37][C:38](=[O:48])[CH2:39][C:40]1[CH:45]=[CH:44][C:43]([F:46])=[C:42](Br)[CH:41]=1)[CH3:36], predict the reaction product. The product is: [CH2:35]([O:37][C:38](=[O:48])[CH2:39][C:40]1[CH:41]=[C:42]([C:21]2[CH:20]=[CH:19][C:18]([C:17]3[O:16][N:15]=[C:14]([CH3:33])[C:13]=3[NH:12][C:11]([O:10][CH:8]([C:3]3[CH:4]=[CH:5][CH:6]=[CH:7][C:2]=3[Cl:1])[CH3:9])=[O:34])=[CH:23][CH:22]=2)[C:43]([F:46])=[CH:44][CH:45]=1)[CH3:36]. (7) Given the reactants C(=O)([O-])[O-].[Cs+].[Cs+].[OH:7][C:8]1[C:17]2[C:12](=[CH:13][CH:14]=[CH:15][CH:16]=2)[CH:11]=[CH:10][C:9]=1[C:18]([O:20][CH3:21])=[O:19].CN(C=O)C.Br[CH2:28][CH:29]1[O:34][C:33]2[CH:35]=[CH:36][CH:37]=[CH:38][C:32]=2[O:31][CH2:30]1, predict the reaction product. The product is: [CH3:21][O:20][C:18]([C:9]1[CH:10]=[CH:11][C:12]2[C:17](=[CH:16][CH:15]=[CH:14][CH:13]=2)[C:8]=1[O:7][CH2:28][CH:29]1[O:34][C:33]2[CH:35]=[CH:36][CH:37]=[CH:38][C:32]=2[O:31][CH2:30]1)=[O:19].